This data is from Reaction yield outcomes from USPTO patents with 853,638 reactions. The task is: Predict the reaction yield, written as a fraction of the theoretical maximum amount of product (1.0 means a 100% yield; for example, 0.34 means a 34% yield). The reactants are [C:1]([C:5]1[C:6]([OH:15])=[C:7]([C:11]([CH3:14])=[CH:12][CH:13]=1)[C:8]([OH:10])=[O:9])([CH3:4])([CH3:3])[CH3:2].[S-:16][C:17]#[N:18].[Na+].BrBr. The catalyst is CO. The product is [C:1]([C:5]1[C:6]([OH:15])=[C:7]([C:11]([CH3:14])=[C:12]([S:16][C:17]#[N:18])[CH:13]=1)[C:8]([OH:10])=[O:9])([CH3:4])([CH3:3])[CH3:2]. The yield is 0.510.